Predict the reactants needed to synthesize the given product. From a dataset of Full USPTO retrosynthesis dataset with 1.9M reactions from patents (1976-2016). (1) The reactants are: [CH3:1][S:2]([C:5]1[CH:10]=[CH:9][C:8]([C:11]2[CH:16]=[CH:15][C:14]([O:17][CH3:18])=[C:13]([CH2:19][NH:20][CH:21]3[CH2:26][CH2:25][CH:24]([NH:27][C:28](=[O:34])[O:29][C:30]([CH3:33])([CH3:32])[CH3:31])[CH2:23][CH2:22]3)[CH:12]=2)=[CH:7][CH:6]=1)(=[O:4])=[O:3].[Cl:35][C:36]1[C:37]2[C:47]([F:48])=[CH:46][CH:45]=[C:44]([F:49])[C:38]=2[S:39][C:40]=1[C:41](Cl)=[O:42]. Given the product [Cl:35][C:36]1[C:37]2[C:47]([F:48])=[CH:46][CH:45]=[C:44]([F:49])[C:38]=2[S:39][C:40]=1[C:41]([N:20]([CH2:19][C:13]1[CH:12]=[C:11]([C:8]2[CH:9]=[CH:10][C:5]([S:2]([CH3:1])(=[O:3])=[O:4])=[CH:6][CH:7]=2)[CH:16]=[CH:15][C:14]=1[O:17][CH3:18])[CH:21]1[CH2:26][CH2:25][CH:24]([NH:27][C:28](=[O:34])[O:29][C:30]([CH3:31])([CH3:33])[CH3:32])[CH2:23][CH2:22]1)=[O:42], predict the reactants needed to synthesize it. (2) Given the product [NH2:1][C:2]1[N:3]=[C:4]([NH:17][CH:18]2[CH2:23][CH2:22][N:21]([C:36](=[O:37])[C:35]3[CH:39]=[CH:40][C:32]([I:31])=[CH:33][CH:34]=3)[CH2:20][CH2:19]2)[S:5][C:6]=1[C:7]([C:9]1[C:14]([F:15])=[CH:13][CH:12]=[CH:11][C:10]=1[F:16])=[O:8], predict the reactants needed to synthesize it. The reactants are: [NH2:1][C:2]1[N:3]=[C:4]([NH:17][CH:18]2[CH2:23][CH2:22][NH:21][CH2:20][CH2:19]2)[S:5][C:6]=1[C:7]([C:9]1[C:14]([F:15])=[CH:13][CH:12]=[CH:11][C:10]=1[F:16])=[O:8].C(NC(C)C)(C)C.[I:31][C:32]1[CH:40]=[CH:39][C:35]([C:36](Cl)=[O:37])=[CH:34][CH:33]=1.